This data is from Full USPTO retrosynthesis dataset with 1.9M reactions from patents (1976-2016). The task is: Predict the reactants needed to synthesize the given product. (1) Given the product [CH3:1][S:2]([C:5]1[CH:6]=[CH:7][C:8]([CH2:11][CH2:12][C:13]([O:15][CH3:16])=[O:14])=[CH:9][CH:10]=1)(=[N:4][C:39]([C:38]1[CH:37]=[N:36][CH:35]=[C:34]([C:33]#[C:32][C:28]2[CH:29]=[CH:30][CH:31]=[C:26]([NH:25][C:23]([C:19]3[O:20][CH:21]=[CH:22][C:18]=3[CH3:17])=[O:24])[CH:27]=2)[CH:42]=1)=[O:40])=[O:3], predict the reactants needed to synthesize it. The reactants are: [CH3:1][S:2]([C:5]1[CH:10]=[CH:9][C:8]([CH2:11][CH2:12][C:13]([O:15][CH3:16])=[O:14])=[CH:7][CH:6]=1)(=[NH:4])=[O:3].[CH3:17][C:18]1[CH:22]=[CH:21][O:20][C:19]=1[C:23]([NH:25][C:26]1[CH:27]=[C:28]([C:32]#[C:33][C:34]2[CH:35]=[N:36][CH:37]=[C:38]([CH:42]=2)[C:39](O)=[O:40])[CH:29]=[CH:30][CH:31]=1)=[O:24]. (2) Given the product [CH2:49]([NH:45][C:34]([C@@H:26]1[C@H:27]2[O:31][C:30]([CH3:33])([CH3:32])[O:29][C@H:28]2[C@H:24]([N:14]2[CH:13]=[N:12][C:11]3[C:15]2=[N:16][C:17]([C:19]([O:21][CH2:22][CH3:23])=[O:20])=[N:18][C:10]=3[NH:9][CH2:8][CH:7]([C:37]2[CH:38]=[CH:39][CH:40]=[CH:41][CH:42]=2)[C:1]2[CH:6]=[CH:5][CH:4]=[CH:3][CH:2]=2)[O:25]1)=[O:35])[CH3:48], predict the reactants needed to synthesize it. The reactants are: [C:1]1([CH:7]([C:37]2[CH:42]=[CH:41][CH:40]=[CH:39][CH:38]=2)[CH2:8][NH:9][C:10]2[N:18]=[C:17]([C:19]([O:21][CH2:22][CH3:23])=[O:20])[N:16]=[C:15]3[C:11]=2[N:12]=[CH:13][N:14]3[C@H:24]2[C@@H:28]3[O:29][C:30]([CH3:33])([CH3:32])[O:31][C@@H:27]3[C@@H:26]([C:34](O)=[O:35])[O:25]2)[CH:6]=[CH:5][CH:4]=[CH:3][CH:2]=1.C(N1C=CN=C1)([N:45]1[CH:49]=[CH:48]N=C1)=O.C(N)C.O. (3) Given the product [Cl:22][C:5]1[C:6]([NH:8][C:9]2[CH:14]=[CH:13][C:12]([O:15][CH3:16])=[CH:11][C:10]=2[NH:17][S:18]([CH3:21])(=[O:20])=[O:19])=[N:7][C:2]([NH:35][C:26]2[C:25]([O:24][CH3:23])=[CH:34][C:29]3[O:30][CH2:31][CH2:32][O:33][C:28]=3[CH:27]=2)=[N:3][CH:4]=1, predict the reactants needed to synthesize it. The reactants are: Cl[C:2]1[N:7]=[C:6]([NH:8][C:9]2[CH:14]=[CH:13][C:12]([O:15][CH3:16])=[CH:11][C:10]=2[NH:17][S:18]([CH3:21])(=[O:20])=[O:19])[C:5]([Cl:22])=[CH:4][N:3]=1.[CH3:23][O:24][C:25]1[C:26]([NH2:35])=[CH:27][C:28]2[O:33][CH2:32][CH2:31][O:30][C:29]=2[CH:34]=1. (4) Given the product [CH2:1]([O:8][C:9]([N:11]1[CH2:19][C:18]2([NH:20][C:21]([O:23][C:24]([CH3:27])([CH3:26])[CH3:25])=[O:22])[CH:13]([CH2:14][CH2:15][CH2:16][CH2:17]2)[CH2:12]1)=[O:10])[C:2]1[CH:3]=[CH:4][CH:5]=[CH:6][CH:7]=1, predict the reactants needed to synthesize it. The reactants are: [CH2:1]([O:8][C:9]([N:11]1[CH2:19][C@:18]2([NH:20][C:21]([O:23][C:24]([CH3:27])([CH3:26])[CH3:25])=[O:22])[C@@H:13]([CH2:14][CH2:15][CH2:16][CH2:17]2)[CH2:12]1)=[O:10])[C:2]1[CH:7]=[CH:6][CH:5]=[CH:4][CH:3]=1.CCCCCC. (5) The reactants are: [Cl:1][C:2]1[CH:7]=[C:6]([Cl:8])[CH:5]=[CH:4][C:3]=1[C:9]1[N:10]=[C:11]([CH2:30][CH3:31])[C:12]([NH:17][C@@H:18]2[C:26]3[C:21](=[CH:22][CH:23]=[CH:24][CH:25]=3)[CH2:20][C@@H:19]2[O:27][CH2:28]C)=[N:13][C:14]=1[CH2:15][CH3:16].ClC1C=C(Cl)C=CC=1C1N=C(CC)C(N[C@H]2C3C(=CC=CC=3)C[C@H]2O)=NC=1CC.IC. Given the product [Cl:1][C:2]1[CH:7]=[C:6]([Cl:8])[CH:5]=[CH:4][C:3]=1[C:9]1[N:10]=[C:11]([CH2:30][CH3:31])[C:12]([NH:17][C@H:18]2[C:26]3[C:21](=[CH:22][CH:23]=[CH:24][CH:25]=3)[CH2:20][C@H:19]2[O:27][CH3:28])=[N:13][C:14]=1[CH2:15][CH3:16], predict the reactants needed to synthesize it. (6) Given the product [Si:19]([O:9][CH2:8][C:5]1[CH:4]=[CH:3][C:2]([NH2:1])=[N:7][CH:6]=1)([C:15]([CH3:18])([CH3:17])[CH3:16])([CH3:22])[CH3:21], predict the reactants needed to synthesize it. The reactants are: [NH2:1][C:2]1[N:7]=[CH:6][C:5]([CH2:8][OH:9])=[CH:4][CH:3]=1.N1C=CN=C1.[C:15]([Si:19]([CH3:22])([CH3:21])Cl)([CH3:18])([CH3:17])[CH3:16]. (7) Given the product [CH3:22][O:21][C:11]1[CH:12]=[C:13]2[C:8](=[CH:9][CH:10]=1)[C:7](=[O:23])[N:6]([CH3:24])[C:5]([CH2:4][CH2:3][NH:2][C:36]([C:33]1([C:30]3[CH:29]=[CH:28][C:27]([O:26][CH3:25])=[CH:32][CH:31]=3)[CH2:35][CH2:34]1)=[O:37])=[C:14]2[C:15]1[CH:20]=[CH:19][CH:18]=[CH:17][CH:16]=1, predict the reactants needed to synthesize it. The reactants are: Cl.[NH2:2][CH2:3][CH2:4][C:5]1[N:6]([CH3:24])[C:7](=[O:23])[C:8]2[C:13]([C:14]=1[C:15]1[CH:20]=[CH:19][CH:18]=[CH:17][CH:16]=1)=[CH:12][C:11]([O:21][CH3:22])=[CH:10][CH:9]=2.[CH3:25][O:26][C:27]1[CH:32]=[CH:31][C:30]([C:33]2([C:36](O)=[O:37])[CH2:35][CH2:34]2)=[CH:29][CH:28]=1.C(N(CC)CC)C.O.ON1C2C=CC=CC=2N=N1.Cl.CN(C)CCCN=C=NCC.